From a dataset of Forward reaction prediction with 1.9M reactions from USPTO patents (1976-2016). Predict the product of the given reaction. Given the reactants [NH2:1][C@@H:2]1[CH2:7][CH2:6][CH2:5][N:4]([C:8]([O:10][C:11]([CH3:14])([CH3:13])[CH3:12])=[O:9])[CH2:3]1.F[C:16]1[C:17]([CH3:36])=[N:18][C:19]2[C:24]([N:25]=1)=[C:23]([C:26]1[NH:34][C:33]3[CH2:32][CH2:31][NH:30][C:29](=[O:35])[C:28]=3[CH:27]=1)[CH:22]=[CH:21][CH:20]=2, predict the reaction product. The product is: [CH3:36][C:17]1[C:16]([NH:1][C@@H:2]2[CH2:7][CH2:6][CH2:5][N:4]([C:8]([O:10][C:11]([CH3:14])([CH3:13])[CH3:12])=[O:9])[CH2:3]2)=[N:25][C:24]2[C:19]([N:18]=1)=[CH:20][CH:21]=[CH:22][C:23]=2[C:26]1[NH:34][C:33]2[CH2:32][CH2:31][NH:30][C:29](=[O:35])[C:28]=2[CH:27]=1.